From a dataset of Full USPTO retrosynthesis dataset with 1.9M reactions from patents (1976-2016). Predict the reactants needed to synthesize the given product. (1) Given the product [CH2:9]1[C:17]2[C:12](=[CH:13][CH:14]=[CH:15][CH:16]=2)[CH2:11][CH:10]1[N:18]([CH2:32][C:33]1[CH:38]=[CH:37][CH:36]=[CH:35][C:34]=1[F:39])[C:19]([C:21]1[C:30]2[C:25](=[CH:26][CH:27]=[CH:28][CH:29]=2)[CH:24]=[CH:23][C:22]=1[O:4][S:3]([C:2]([F:8])([F:7])[F:1])(=[O:6])=[O:5])=[O:20], predict the reactants needed to synthesize it. The reactants are: [F:1][C:2]([F:8])([F:7])[S:3]([OH:6])(=[O:5])=[O:4].[CH2:9]1[C:17]2[C:12](=[CH:13][CH:14]=[CH:15][CH:16]=2)[CH2:11][CH:10]1[N:18]([CH2:32][C:33]1[CH:38]=[CH:37][CH:36]=[CH:35][C:34]=1[F:39])[C:19]([C:21]1[C:30]2[C:25](=[CH:26][CH:27]=[CH:28][CH:29]=2)[CH:24]=[CH:23][C:22]=1O)=[O:20]. (2) Given the product [Cl:7][C:8]1[CH:9]=[CH:10][C:11]([N+:15]([O-:17])=[O:16])=[C:12]2[C:14]=1[CH:2]=[CH:3][CH:5]=[N:13]2, predict the reactants needed to synthesize it. The reactants are: O[CH2:2][CH:3]([CH2:5]O)O.[Cl:7][C:8]1[CH:9]=[CH:10][C:11]([N+:15]([O-:17])=[O:16])=[C:12]([CH:14]=1)[NH2:13]. (3) Given the product [NH2:12][C@@H:13]1[CH2:17][CH2:16][C@@:15]([CH2:19][NH:20][C:21](=[O:22])[O:23][C:24]([CH3:27])([CH3:26])[CH3:25])([CH3:18])[C:14]1([CH3:29])[CH3:28], predict the reactants needed to synthesize it. The reactants are: Cl.C(OC([NH:12][C@@H:13]1[CH2:17][CH2:16][C@@:15]([CH2:19][NH:20][C:21]([O:23][C:24]([CH3:27])([CH3:26])[CH3:25])=[O:22])([CH3:18])[C:14]1([CH3:29])[CH3:28])=O)C1C=CC=CC=1.